This data is from Peptide-MHC class I binding affinity with 185,985 pairs from IEDB/IMGT. The task is: Regression. Given a peptide amino acid sequence and an MHC pseudo amino acid sequence, predict their binding affinity value. This is MHC class I binding data. (1) The peptide sequence is KAGQYVTIW. The MHC is HLA-B42:01 with pseudo-sequence HLA-B42:01. The binding affinity (normalized) is 0. (2) The peptide sequence is QSFEEVSAR. The MHC is HLA-A03:01 with pseudo-sequence HLA-A03:01. The binding affinity (normalized) is 0.0847. (3) The peptide sequence is RVIDPYWFH. The MHC is HLA-B15:01 with pseudo-sequence HLA-B15:01. The binding affinity (normalized) is 0.0847.